Dataset: Peptide-MHC class II binding affinity with 134,281 pairs from IEDB. Task: Regression. Given a peptide amino acid sequence and an MHC pseudo amino acid sequence, predict their binding affinity value. This is MHC class II binding data. (1) The peptide sequence is LMSTRRVLEREQIPT. The MHC is DRB1_0701 with pseudo-sequence DRB1_0701. The binding affinity (normalized) is 0.408. (2) The peptide sequence is KRFFLPVFSDEVLAG. The MHC is DRB1_0802 with pseudo-sequence DRB1_0802. The binding affinity (normalized) is 0.0974. (3) The peptide sequence is FLTGPLNFTGPCKGD. The MHC is HLA-DQA10301-DQB10302 with pseudo-sequence HLA-DQA10301-DQB10302. The binding affinity (normalized) is 0. (4) The peptide sequence is TIAAMMTSPLSVASM. The MHC is HLA-DQA10301-DQB10302 with pseudo-sequence HLA-DQA10301-DQB10302. The binding affinity (normalized) is 0.128. (5) The peptide sequence is RVYQEPQVSPPQRAET. The MHC is DRB1_1201 with pseudo-sequence DRB1_1201. The binding affinity (normalized) is 0. (6) The peptide sequence is SVEESEMFMPRSIGG. The MHC is DRB4_0103 with pseudo-sequence DRB4_0103. The binding affinity (normalized) is 0.